Task: Predict the reactants needed to synthesize the given product.. Dataset: Full USPTO retrosynthesis dataset with 1.9M reactions from patents (1976-2016) (1) Given the product [Cl:1][C:2]1[N:7]=[C:6]([N:8]2[C:12]3=[CH:13][N:14]=[C:15]([C:17]4[C:22]([CH3:23])=[CH:21][CH:20]=[CH:19][C:18]=4[CH3:24])[CH:16]=[C:11]3[C:10]([CH:25]([OH:31])[CH:26]([CH2:27][CH3:28])[CH2:29][CH3:30])=[CH:9]2)[CH:5]=[C:4]([CH2:32][CH3:33])[N:3]=1, predict the reactants needed to synthesize it. The reactants are: [Cl:1][C:2]1[N:7]=[C:6]([N:8]2[C:12]3=[CH:13][N:14]=[C:15]([C:17]4[C:22]([CH3:23])=[CH:21][CH:20]=[CH:19][C:18]=4[CH3:24])[CH:16]=[C:11]3[C:10]([C:25](=[O:31])[CH:26]([CH2:29][CH3:30])[CH2:27][CH3:28])=[CH:9]2)[CH:5]=[C:4]([CH2:32][CH3:33])[N:3]=1.[BH4-].[Na+]. (2) Given the product [CH3:19][C:2]1([CH3:1])[C:11]2[C:6](=[CH:7][C:8]([CH:12]([CH2:13][CH2:14][CH2:15][CH2:16][CH3:17])[CH2:18][OH:20])=[CH:9][CH:10]=2)[S:5][CH2:4][CH2:3]1, predict the reactants needed to synthesize it. The reactants are: [CH3:1][C:2]1([CH3:19])[C:11]2[C:6](=[CH:7][C:8]([C:12](=[CH2:18])[CH2:13][CH2:14][CH2:15][CH2:16][CH3:17])=[CH:9][CH:10]=2)[S:5][CH2:4][CH2:3]1.[OH-:20].[Na+].OO.Cl. (3) Given the product [OH:1][CH:2]([CH2:31][CH3:32])[CH2:3][C@H:4]1[CH2:15][CH2:14][C:13]2[S:12][C:11]3[N:10]=[CH:9][N:8]=[C:7]([NH:16][CH:17]4[CH2:18][CH2:19][CH:20]([NH:23][C:24](=[O:30])[O:25][C:26]([CH3:27])([CH3:29])[CH3:28])[CH2:21][CH2:22]4)[C:6]=3[C:5]1=2, predict the reactants needed to synthesize it. The reactants are: [O:1]=[CH:2][CH2:3][C@H:4]1[CH2:15][CH2:14][C:13]2[S:12][C:11]3[N:10]=[CH:9][N:8]=[C:7]([NH:16][CH:17]4[CH2:22][CH2:21][CH:20]([NH:23][C:24](=[O:30])[O:25][C:26]([CH3:29])([CH3:28])[CH3:27])[CH2:19][CH2:18]4)[C:6]=3[C:5]1=2.[CH2:31]([Mg]Br)[CH3:32]. (4) Given the product [CH2:33]([C@H:35]1[C@@H:39]([C:40]2[N:44]3[C:45]4[C:51]([CH3:1])=[CH:50][N:49]([CH2:53][O:54][CH2:55][CH2:56][Si:57]([CH3:60])([CH3:59])[CH3:58])[C:46]=4[N:47]=[CH:48][C:43]3=[N:42][N:41]=2)[CH2:38][C@@H:37]([N:61]([CH2:68][O:69][CH2:70][CH2:71][Si:72]([CH3:75])([CH3:74])[CH3:73])[S:62]([CH:65]2[CH2:67][CH2:66]2)(=[O:64])=[O:63])[CH2:36]1)[CH3:34], predict the reactants needed to synthesize it. The reactants are: [C:1](=O)([O-])[O-].[Cs+].[Cs+].C1(P(C2CCCCC2)C2CCCCC2)CCCCC1.COB(OC)OC.[CH2:33]([C@H:35]1[C@@H:39]([C:40]2[N:44]3[C:45]4[C:51](I)=[CH:50][N:49]([CH2:53][O:54][CH2:55][CH2:56][Si:57]([CH3:60])([CH3:59])[CH3:58])[C:46]=4[N:47]=[CH:48][C:43]3=[N:42][N:41]=2)[CH2:38][C@@H:37]([N:61]([CH2:68][O:69][CH2:70][CH2:71][Si:72]([CH3:75])([CH3:74])[CH3:73])[S:62]([CH:65]2[CH2:67][CH2:66]2)(=[O:64])=[O:63])[CH2:36]1)[CH3:34]. (5) The reactants are: C(N(C(C)C)CC)(C)C.CN(C)CCCN=C=NCC.[CH3:21][N:22]([CH3:26])[CH2:23][CH2:24][NH2:25].[CH2:27]([O:34][C:35]1[CH:36]=[C:37]([CH:50]=[C:51]([O:53][CH2:54][C:55]2[CH:60]=[CH:59][CH:58]=[CH:57][CH:56]=2)[CH:52]=1)[C:38]([NH:40][C:41]1[CH:49]=[CH:48][C:44]([C:45](O)=[O:46])=[CH:43][N:42]=1)=[O:39])[C:28]1[CH:33]=[CH:32][CH:31]=[CH:30][CH:29]=1. Given the product [CH2:54]([O:53][C:51]1[CH:50]=[C:37]([CH:36]=[C:35]([O:34][CH2:27][C:28]2[CH:33]=[CH:32][CH:31]=[CH:30][CH:29]=2)[CH:52]=1)[C:38]([NH:40][C:41]1[CH:49]=[CH:48][C:44]([C:45]([NH:25][CH2:24][CH2:23][N:22]([CH3:26])[CH3:21])=[O:46])=[CH:43][N:42]=1)=[O:39])[C:55]1[CH:56]=[CH:57][CH:58]=[CH:59][CH:60]=1, predict the reactants needed to synthesize it. (6) Given the product [Cl:17][C:18]1[N:23]2[N:24]=[C:25]([C:31]3[O:32][CH:33]=[CH:34][CH:35]=3)[C:26]([C:27]3[CH:28]=[CH:29][N:10]=[C:8]([NH:7][CH:2]4[CH2:6][CH2:5][CH2:4][CH2:3]4)[N:9]=3)=[C:22]2[CH:21]=[CH:20][CH:19]=1, predict the reactants needed to synthesize it. The reactants are: Cl.[CH:2]1([NH:7][C:8]([NH2:10])=[NH:9])[CH2:6][CH2:5][CH2:4][CH2:3]1.C(=O)([O-])[O-].[K+].[K+].[Cl:17][C:18]1[N:23]2[N:24]=[C:25]([C:31]3[O:32][CH:33]=[CH:34][CH:35]=3)[C:26]([C:27](=O)[C:28]#[CH:29])=[C:22]2[CH:21]=[CH:20][CH:19]=1. (7) Given the product [CH3:19][O:20][C:21]1[N:26]=[C:25]([NH:27][C:2]2[CH:3]=[CH:4][C:5]3[CH2:6][N:7]([CH3:18])[CH2:8][CH:9]([CH2:13][C:14]([F:17])([F:16])[F:15])[O:10][C:11]=3[N:12]=2)[CH:24]=[CH:23][C:22]=1[C:28]1[CH:29]=[N:30][N:31]([CH3:33])[CH:32]=1, predict the reactants needed to synthesize it. The reactants are: Cl[C:2]1[CH:3]=[CH:4][C:5]2[CH2:6][N:7]([CH3:18])[CH2:8][CH:9]([CH2:13][C:14]([F:17])([F:16])[F:15])[O:10][C:11]=2[N:12]=1.[CH3:19][O:20][C:21]1[N:26]=[C:25]([NH2:27])[CH:24]=[CH:23][C:22]=1[C:28]1[CH:29]=[N:30][N:31]([CH3:33])[CH:32]=1.C1(P(C2CCCCC2)C2C=CC=CC=2C2C=CC=CC=2)CCCCC1.C(=O)([O-])[O-].[Cs+].[Cs+]. (8) Given the product [CH3:1][O:2][C:3]1[CH:12]=[CH:11][CH:10]=[C:9]2[C:4]=1[CH:5]=[CH:6][CH:7]=[C:8]2[CH2:13][NH:14][CH2:18][CH2:17][CH:16]([CH3:20])[CH3:15], predict the reactants needed to synthesize it. The reactants are: [CH3:1][O:2][C:3]1[CH:12]=[CH:11][CH:10]=[C:9]2[C:4]=1[CH:5]=[CH:6][CH:7]=[C:8]2[CH2:13][NH2:14].[CH3:15][CH:16]([CH3:20])[CH2:17][CH:18]=O.[BH4-].[Na+].O. (9) Given the product [O:17]=[C:2]1[CH2:8][O:7][CH2:6][CH2:5][N:4]([C:9]([O:11][C:12]([CH3:15])([CH3:14])[CH3:13])=[O:10])[CH2:3]1, predict the reactants needed to synthesize it. The reactants are: C=[C:2]1[CH2:8][O:7][CH2:6][CH2:5][N:4]([C:9]([O:11][C:12]([CH3:15])([CH3:14])[CH3:13])=[O:10])[CH2:3]1.I([O-])(=O)(=O)=[O:17].[Na+].